From a dataset of Forward reaction prediction with 1.9M reactions from USPTO patents (1976-2016). Predict the product of the given reaction. (1) Given the reactants [CH3:1][S:2]([CH:5]([CH2:8][CH:9]=[CH2:10])[C:6]#[N:7])(=[O:4])=[O:3].C(=O)([O-])[O-].[Cs+].[Cs+].[CH3:17][O:18][CH2:19]Cl, predict the reaction product. The product is: [CH3:17][O:18][CH2:19][C:5]([S:2]([CH3:1])(=[O:4])=[O:3])([CH2:8][CH:9]=[CH2:10])[C:6]#[N:7]. (2) Given the reactants C(OC([N:8]1[CH2:13][CH2:12][N:11]([CH2:14][CH:15]([C:37](=[O:40])[NH:38][OH:39])[CH:16]([OH:36])[C:17]2[CH:22]=[CH:21][C:20]([O:23][CH2:24][C:25]3[C:34]4[C:29](=[CH:30][CH:31]=[CH:32][CH:33]=4)[N:28]=[C:27]([CH3:35])[CH:26]=3)=[CH:19][CH:18]=2)[CH2:10][CH2:9]1)=O)(C)(C)C.C(O)(C(F)(F)F)=O, predict the reaction product. The product is: [OH:36][CH:16]([C:17]1[CH:18]=[CH:19][C:20]([O:23][CH2:24][C:25]2[C:34]3[C:29](=[CH:30][CH:31]=[CH:32][CH:33]=3)[N:28]=[C:27]([CH3:35])[CH:26]=2)=[CH:21][CH:22]=1)[CH:15]([CH2:14][N:11]1[CH2:12][CH2:13][NH:8][CH2:9][CH2:10]1)[C:37]([NH:38][OH:39])=[O:40]. (3) The product is: [CH3:13][O:12][CH2:11][CH:8]1[CH2:9][CH2:10][C:5]2([O:4][CH2:3][CH2:2][O:1]2)[CH2:6][CH2:7]1. Given the reactants [O:1]1[C:5]2([CH2:10][CH2:9][CH:8]([CH2:11][OH:12])[CH2:7][CH2:6]2)[O:4][CH2:3][CH2:2]1.[CH3:13]I.[H-].[Na+], predict the reaction product. (4) Given the reactants [NH:1]1[CH2:6][CH2:5][CH:4]([O:7][C:8]2[CH:20]=[C:19]3[C:11]([N:12]4[C:17](=[CH:18]3)[C:16](=[O:21])[NH:15][CH2:14][CH2:13]4)=[N:10][CH:9]=2)[CH2:3][CH2:2]1.O.[CH:23]1([CH:26]=O)[CH2:25][CH2:24]1.C(O)(=O)C.C([BH3-])#N.[Na+].C(=O)(O)[O-].[Na+], predict the reaction product. The product is: [CH:23]1([CH2:26][N:1]2[CH2:2][CH2:3][CH:4]([O:7][C:8]3[CH:20]=[C:19]4[C:11]([N:12]5[C:17](=[CH:18]4)[C:16](=[O:21])[NH:15][CH2:14][CH2:13]5)=[N:10][CH:9]=3)[CH2:5][CH2:6]2)[CH2:25][CH2:24]1. (5) Given the reactants FC(F)(F)C(O)=O.C(OC([N:18]1[CH2:23][CH2:22][N:21]([CH:24]2[CH2:28][CH2:27][N:26]([C:29]3[N:37]=[C:36]4[C:32]([N:33]=[CH:34][N:35]4[C@H:38]4[C@H:42]([OH:43])[C@H:41]([OH:44])[C@@H:40]([CH2:45][OH:46])[O:39]4)=[C:31]([NH:47][CH2:48][CH:49]([C:56]4[CH:61]=[CH:60][CH:59]=[CH:58][CH:57]=4)[C:50]4[CH:55]=[CH:54][CH:53]=[CH:52][CH:51]=4)[N:30]=3)[CH2:25]2)[CH2:20][CH2:19]1)=O)C1C=CC=CC=1, predict the reaction product. The product is: [C:56]1([CH:49]([C:50]2[CH:55]=[CH:54][CH:53]=[CH:52][CH:51]=2)[CH2:48][NH:47][C:31]2[N:30]=[C:29]([N:26]3[CH2:27][CH2:28][CH:24]([N:21]4[CH2:20][CH2:19][NH:18][CH2:23][CH2:22]4)[CH2:25]3)[N:37]=[C:36]3[C:32]=2[N:33]=[CH:34][N:35]3[C@H:38]2[C@H:42]([OH:43])[C@H:41]([OH:44])[C@@H:40]([CH2:45][OH:46])[O:39]2)[CH:57]=[CH:58][CH:59]=[CH:60][CH:61]=1. (6) Given the reactants CO[C:3]([C:5]1[CH:14]=[CH:13][C:12]2[CH2:11][CH2:10][CH:9]([NH2:15])[CH2:8][C:7]=2[CH:6]=1)=[O:4].[F:16][C:17]1[CH:22]=[C:21]([F:23])[CH:20]=[CH:19][C:18]=1[S:24](Cl)(=[O:26])=[O:25].[OH:28][NH2:29].[OH-].[K+], predict the reaction product. The product is: [OH:28][NH:29][C:3]([C:5]1[CH:14]=[CH:13][C:12]2[CH2:11][CH2:10][CH:9]([NH:15][S:24]([C:18]3[CH:19]=[CH:20][C:21]([F:23])=[CH:22][C:17]=3[F:16])(=[O:26])=[O:25])[CH2:8][C:7]=2[CH:6]=1)=[O:4]. (7) Given the reactants [CH3:1][O:2][C:3](=[O:26])[CH2:4][C@H:5]1[C:9]2[CH:10]=[CH:11][C:12]([O:14][C@H:15]3[C:23]4[C:18](=[C:19]([OH:25])[CH:20]=[CH:21][C:22]=4[F:24])[CH2:17][CH2:16]3)=[CH:13][C:8]=2[O:7][CH2:6]1.F[C:28]1[CH:35]=[CH:34][CH:33]=[CH:32][C:29]=1[C:30]#[N:31], predict the reaction product. The product is: [CH3:1][O:2][C:3](=[O:26])[CH2:4][C@H:5]1[C:9]2[CH:10]=[CH:11][C:12]([O:14][C@H:15]3[C:23]4[C:18](=[C:19]([O:25][C:28]5[CH:35]=[CH:34][CH:33]=[CH:32][C:29]=5[C:30]#[N:31])[CH:20]=[CH:21][C:22]=4[F:24])[CH2:17][CH2:16]3)=[CH:13][C:8]=2[O:7][CH2:6]1.